This data is from Forward reaction prediction with 1.9M reactions from USPTO patents (1976-2016). The task is: Predict the product of the given reaction. (1) Given the reactants [CH2:1]([O:7][C:8]1[CH:16]=[CH:15][C:11]([C:12]([OH:14])=[O:13])=[CH:10][CH:9]=1)[CH2:2][CH2:3][CH2:4][CH2:5][CH3:6].C(Cl)(=O)C(Cl)=O.O[C:24]1[CH:59]=[CH:58][C:27]([CH2:28][N:29]([CH2:50][C:51]([O:53]C(C)(C)C)=[O:52])[C:30](=[O:49])[C:31]2[CH:36]=[CH:35][C:34]([NH:37][C:38](=[O:48])[CH2:39][C:40]3[CH:45]=[CH:44][C:43]([O:46][CH3:47])=[CH:42][CH:41]=3)=[CH:33][CH:32]=2)=[CH:26][CH:25]=1.C(O)(C(F)(F)F)=O, predict the reaction product. The product is: [CH2:1]([O:7][C:8]1[CH:9]=[CH:10][C:11]([C:12]([O:14][C:24]2[CH:59]=[CH:58][C:27]([CH2:28][N:29]([CH2:50][C:51]([OH:53])=[O:52])[C:30](=[O:49])[C:31]3[CH:32]=[CH:33][C:34]([NH:37][C:38](=[O:48])[CH2:39][C:40]4[CH:45]=[CH:44][C:43]([O:46][CH3:47])=[CH:42][CH:41]=4)=[CH:35][CH:36]=3)=[CH:26][CH:25]=2)=[O:13])=[CH:15][CH:16]=1)[CH2:2][CH2:3][CH2:4][CH2:5][CH3:6]. (2) Given the reactants [CH3:1][CH:2]([CH2:4][CH2:5][CH2:6][CH:7]([CH2:9][CH2:10][CH2:11][CH:12]([CH2:14][CH2:15]O)[CH3:13])[CH3:8])[CH3:3].N1C=CN=C1.C1(P(C2C=CC=CC=2)C2C=CC=CC=2)C=CC=CC=1.[I:41]I, predict the reaction product. The product is: [CH3:13][CH:12]([CH2:11][CH2:10][CH2:9][CH:7]([CH3:8])[CH2:6][CH2:5][CH2:4][CH:2]([CH3:3])[CH3:1])[CH2:14][CH2:15][I:41]. (3) Given the reactants [Br:1][C:2]1[C:3]([N:20]2[CH2:25][CH2:24][N:23]([C:26](=[O:36])[CH2:27][NH:28]C(=O)OC(C)(C)C)[CH2:22][CH2:21]2)=[C:4]2[C:10]([NH:11][C:12](=[O:19])[C:13]3[CH:18]=[CH:17][CH:16]=[N:15][CH:14]=3)=[CH:9][NH:8][C:5]2=[N:6][CH:7]=1.C(O)(C(F)(F)F)=O, predict the reaction product. The product is: [NH2:28][CH2:27][C:26]([N:23]1[CH2:22][CH2:21][N:20]([C:3]2[C:2]([Br:1])=[CH:7][N:6]=[C:5]3[NH:8][CH:9]=[C:10]([NH:11][C:12](=[O:19])[C:13]4[CH:18]=[CH:17][CH:16]=[N:15][CH:14]=4)[C:4]=23)[CH2:25][CH2:24]1)=[O:36]. (4) Given the reactants [Cl:1][C:2]1[N:7]=[C:6]([C:8]([OH:10])=O)[CH:5]=[CH:4][CH:3]=1.S(Cl)(Cl)=O.[CH2:15]([N:17]([CH2:22][CH3:23])[CH2:18][CH:19](N)[CH3:20])[CH3:16].[OH-].[Na+].ClC1[N:32]=C(C(Cl)=O)C=CC=1, predict the reaction product. The product is: [CH2:22]([N:17]([CH2:15][CH3:16])[CH2:18][CH2:19][CH2:20][NH:32][C:8]([C:6]1[CH:5]=[CH:4][CH:3]=[C:2]([Cl:1])[N:7]=1)=[O:10])[CH3:23]. (5) Given the reactants Br[CH2:2][C:3]1[CH:8]=[CH:7][C:6]([B:9]2[O:13][C:12]([CH3:15])([CH3:14])[C:11]([CH3:17])([CH3:16])[O:10]2)=[CH:5][CH:4]=1.CCN(C(C)C)C(C)C.[NH:27]1[CH2:32][CH2:31][S:30](=[O:34])(=[O:33])[CH2:29][CH2:28]1, predict the reaction product. The product is: [CH3:16][C:11]1([CH3:17])[C:12]([CH3:15])([CH3:14])[O:13][B:9]([C:6]2[CH:7]=[CH:8][C:3]([CH2:2][N:27]3[CH2:32][CH2:31][S:30](=[O:34])(=[O:33])[CH2:29][CH2:28]3)=[CH:4][CH:5]=2)[O:10]1. (6) Given the reactants [CH2:1]([C:3]1[C:8](=[O:9])[NH:7][C:6]([CH3:10])=[C:5]([C:11]2[S:15][C:14]([S:16](Cl)(=[O:18])=[O:17])=[CH:13][CH:12]=2)[CH:4]=1)[CH3:2].[CH3:20][O:21][C:22]1[CH:29]=[CH:28][C:25]([CH2:26][NH2:27])=[CH:24][CH:23]=1, predict the reaction product. The product is: [CH3:20][O:21][C:22]1[CH:29]=[CH:28][C:25]([CH2:26][NH:27][S:16]([C:14]2[S:15][C:11]([C:5]3[CH:4]=[C:3]([CH2:1][CH3:2])[C:8](=[O:9])[NH:7][C:6]=3[CH3:10])=[CH:12][CH:13]=2)(=[O:18])=[O:17])=[CH:24][CH:23]=1.